This data is from Full USPTO retrosynthesis dataset with 1.9M reactions from patents (1976-2016). The task is: Predict the reactants needed to synthesize the given product. (1) Given the product [CH:1]1([C:6]2[C:14]3[O:13][C:12]4[CH:15]=[CH:16][C:17]([C:19]#[N:20])=[CH:18][C:11]=4[C:10]=3[CH:9]=[CH:8][C:7]=2[OH:21])[CH2:2][CH2:3][CH2:4][CH2:5]1, predict the reactants needed to synthesize it. The reactants are: [CH:1]1([C:6]2[C:14]3[O:13][C:12]4[CH:15]=[CH:16][C:17]([C:19]#[N:20])=[CH:18][C:11]=4[C:10]=3[CH:9]=[CH:8][C:7]=2[O:21]C)[CH2:5][CH2:4][CH2:3][CH2:2]1.B(Br)(Br)Br.O. (2) Given the product [CH3:1][O:2][C:3]([C:5]1[C:6]([OH:30])=[C:7]2[C:12](=[C:13]([C:31]3[CH:36]=[CH:35][CH:34]=[CH:33][CH:32]=3)[N:14]=1)[N:11]([CH2:16][C:17]1[CH:22]=[CH:21][CH:20]=[CH:19][CH:18]=1)[C:10](=[O:23])[C:9]([C:24]1[CH:29]=[CH:28][CH:27]=[CH:26][CH:25]=1)=[CH:8]2)=[O:4], predict the reactants needed to synthesize it. The reactants are: [CH3:1][O:2][C:3]([C:5]1[C:6]([OH:30])=[C:7]2[C:12](=[C:13](Br)[N:14]=1)[N:11]([CH2:16][C:17]1[CH:22]=[CH:21][CH:20]=[CH:19][CH:18]=1)[C:10](=[O:23])[C:9]([C:24]1[CH:29]=[CH:28][CH:27]=[CH:26][CH:25]=1)=[CH:8]2)=[O:4].[C:31]1([Sn](CCCC)(CCCC)CCCC)[CH:36]=[CH:35][CH:34]=[CH:33][CH:32]=1.CCOC(C)=O.Cl. (3) Given the product [NH2:15][C@H:7]1[C:8]2[C:13](=[CH:12][CH:11]=[C:10]([F:14])[CH:9]=2)[N:4]([C:1](=[O:3])[CH3:2])[C@@H:5]([CH3:27])[C@@H:6]1[CH3:26], predict the reactants needed to synthesize it. The reactants are: [C:1]([N:4]1[C:13]2[C:8](=[CH:9][C:10]([F:14])=[CH:11][CH:12]=2)[C@H:7]([NH:15]C(=O)OCC2C=CC=CC=2)[C@@H:6]([CH3:26])[C@@H:5]1[CH3:27])(=[O:3])[CH3:2]. (4) Given the product [CH2:32]([S:11][C:10]([C:12]1([CH3:21])[CH2:16][C:15]([C:17]([F:18])([F:19])[F:20])=[N:14][NH:13]1)=[N:9][C:6]1[CH:7]=[CH:8][C:3]([C:1]#[N:2])=[C:4]([C:22]([F:25])([F:24])[F:23])[CH:5]=1)[CH3:33], predict the reactants needed to synthesize it. The reactants are: [C:1]([C:3]1[CH:8]=[CH:7][C:6]([NH:9][C:10]([C:12]2([CH3:21])[CH2:16][C:15]([C:17]([F:20])([F:19])[F:18])=[N:14][NH:13]2)=[S:11])=[CH:5][C:4]=1[C:22]([F:25])([F:24])[F:23])#[N:2].C([O-])([O-])=O.[K+].[K+].[CH3:32][C:33](C)=O. (5) Given the product [Si:1]([O:8][CH2:9][CH2:10][CH:11]([C:13]1[S:17][C:16]([Cl:18])=[N:15][C:14]=1[Cl:19])[O:12][CH:21]1[CH2:22][CH2:23][CH2:24][CH2:25][O:20]1)([C:4]([CH3:7])([CH3:5])[CH3:6])([CH3:2])[CH3:3], predict the reactants needed to synthesize it. The reactants are: [Si:1]([O:8][CH2:9][CH2:10][CH:11]([C:13]1[S:17][C:16]([Cl:18])=[N:15][C:14]=1[Cl:19])[OH:12])([C:4]([CH3:7])([CH3:6])[CH3:5])([CH3:3])[CH3:2].[O:20]1[CH:25]=[CH:24][CH2:23][CH2:22][CH2:21]1.CC1C=CC(S([O-])(=O)=O)=CC=1.C1C=C[NH+]=CC=1.